Dataset: Reaction yield outcomes from USPTO patents with 853,638 reactions. Task: Predict the reaction yield, written as a fraction of the theoretical maximum amount of product (1.0 means a 100% yield; for example, 0.34 means a 34% yield). The reactants are [F:1][C:2]1[CH:7]=[CH:6][C:5]([CH:8]([C:13]2[CH:14]=[N:15][C:16]([N:19]3[CH2:24][CH2:23][N:22]([C:25]([O:27][C:28]([CH3:31])([CH3:30])[CH3:29])=[O:26])[CH2:21][CH2:20]3)=[N:17][CH:18]=2)[C:9]([O:11][CH3:12])=[O:10])=[CH:4][CH:3]=1.N#N.[Li]CCCC.[CH2:39]=[O:40]. The catalyst is C1COCC1.CC(=O)OCC. The product is [F:1][C:2]1[CH:7]=[CH:6][C:5]([C:8]([C:13]2[CH:14]=[N:15][C:16]([N:19]3[CH2:24][CH2:23][N:22]([C:25]([O:27][C:28]([CH3:31])([CH3:30])[CH3:29])=[O:26])[CH2:21][CH2:20]3)=[N:17][CH:18]=2)([CH2:39][OH:40])[C:9]([O:11][CH3:12])=[O:10])=[CH:4][CH:3]=1. The yield is 0.440.